Dataset: Peptide-MHC class I binding affinity with 185,985 pairs from IEDB/IMGT. Task: Regression. Given a peptide amino acid sequence and an MHC pseudo amino acid sequence, predict their binding affinity value. This is MHC class I binding data. (1) The peptide sequence is TPDYPLIDII. The MHC is HLA-B51:01 with pseudo-sequence HLA-B51:01. The binding affinity (normalized) is 0.577. (2) The peptide sequence is DHQAAFQYI. The MHC is HLA-B54:01 with pseudo-sequence HLA-B54:01. The binding affinity (normalized) is 0. (3) The peptide sequence is AMPYNILDR. The MHC is HLA-A68:01 with pseudo-sequence HLA-A68:01. The binding affinity (normalized) is 0.273. (4) The peptide sequence is IEDDEIIWV. The MHC is HLA-B27:03 with pseudo-sequence HLA-B27:03. The binding affinity (normalized) is 0.0847. (5) The peptide sequence is RLRQLPKKK. The MHC is HLA-A24:03 with pseudo-sequence HLA-A24:03. The binding affinity (normalized) is 0.0847. (6) The peptide sequence is FIAGLIAIV. The MHC is HLA-A68:02 with pseudo-sequence HLA-A68:02. The binding affinity (normalized) is 1.00. (7) The peptide sequence is SILPISWAY. The MHC is HLA-A68:02 with pseudo-sequence HLA-A68:02. The binding affinity (normalized) is 0.0847. (8) The peptide sequence is QTVEDEARRM. The MHC is HLA-A24:02 with pseudo-sequence HLA-A24:02. The binding affinity (normalized) is 0. (9) The peptide sequence is RIRSERPAF. The MHC is HLA-B39:01 with pseudo-sequence HLA-B39:01. The binding affinity (normalized) is 0.0847.